From a dataset of Forward reaction prediction with 1.9M reactions from USPTO patents (1976-2016). Predict the product of the given reaction. (1) Given the reactants C[Si](C)(C)[CH2:3][C:4]1[O:8][N:7]=[C:6]([CH3:9])[CH:5]=1.C([Li])CCC.[C:17]([O:21][C:22]([N:24]1[CH2:29][CH2:28][C:27](=O)[CH2:26][CH2:25]1)=[O:23])([CH3:20])([CH3:19])[CH3:18], predict the reaction product. The product is: [C:17]([O:21][C:22]([N:24]1[CH2:29][CH2:28][C:27](=[CH:3][C:4]2[O:8][N:7]=[C:6]([CH3:9])[CH:5]=2)[CH2:26][CH2:25]1)=[O:23])([CH3:20])([CH3:18])[CH3:19]. (2) Given the reactants [CH3:1][N:2]([CH3:26])[C:3]1[C:4]2[C:11](C3OC=CC=3)=[CH:10][N:9]([C@@H:17]3[O:23][C@H:22]([CH2:24][OH:25])[C@@H:20]([OH:21])[C@H:18]3[OH:19])[C:5]=2[N:6]=[CH:7][N:8]=1.CN(C)C1C2C(I)=CN([C@@H:39]3[O:45][C@H:44](CO)[C@@H:42](O)[C@H:40]3O)C=2N=CN=1.O1C=CC(B(O)O)=C1, predict the reaction product. The product is: [CH3:26][N:2]([CH3:1])[C:3]1[C:4]2[C:11]([C:42]3[CH:40]=[CH:39][O:45][CH:44]=3)=[CH:10][N:9]([C@@H:17]3[O:23][C@H:22]([CH2:24][OH:25])[C@@H:20]([OH:21])[C@H:18]3[OH:19])[C:5]=2[N:6]=[CH:7][N:8]=1.